Dataset: Reaction yield outcomes from USPTO patents with 853,638 reactions. Task: Predict the reaction yield, written as a fraction of the theoretical maximum amount of product (1.0 means a 100% yield; for example, 0.34 means a 34% yield). (1) The reactants are [CH2:1]([O:3][C:4]1[CH:26]=[CH:25][C:7]([C:8]([NH:10][CH2:11][CH2:12][NH:13][C:14]([C:16]2[C:17]([C:21]([F:24])([F:23])[F:22])=[N:18][NH:19][CH:20]=2)=[O:15])=[O:9])=[CH:6][CH:5]=1)[CH3:2].C(=O)(O)[O-].[Na+].Br[CH:33]1[CH2:37][CH2:36][CH2:35][CH2:34]1. No catalyst specified. The product is [CH:33]1([N:19]2[CH:20]=[C:16]([C:14]([NH:13][CH2:12][CH2:11][NH:10][C:8](=[O:9])[C:7]3[CH:6]=[CH:5][C:4]([O:3][CH2:1][CH3:2])=[CH:26][CH:25]=3)=[O:15])[C:17]([C:21]([F:22])([F:23])[F:24])=[N:18]2)[CH2:37][CH2:36][CH2:35][CH2:34]1. The yield is 0.0900. (2) The reactants are [H-].[Na+].[OH:3][C:4]1[CH:11]=[CH:10][C:9]([O:12][CH3:13])=[CH:8][C:5]=1[C:6]#[N:7].Br[CH2:15][CH2:16][CH2:17][N:18]1[C:26](=[O:27])[C:25]2[C:20](=[CH:21][CH:22]=[CH:23][CH:24]=2)[C:19]1=[O:28]. The catalyst is CN(C)C=O. The product is [O:28]=[C:19]1[C:20]2[C:25](=[CH:24][CH:23]=[CH:22][CH:21]=2)[C:26](=[O:27])[N:18]1[CH2:17][CH2:16][CH2:15][O:3][C:4]1[CH:11]=[CH:10][C:9]([O:12][CH3:13])=[CH:8][C:5]=1[C:6]#[N:7]. The yield is 0.790. (3) The reactants are O[C@@H:2]1[CH2:6][N:5]([C:7]([O:9][C:10]([CH3:13])([CH3:12])[CH3:11])=[O:8])[C@@H:4]([CH2:14][O:15][C:16]2[CH:21]=[CH:20][C:19]([O:22][CH3:23])=[CH:18][CH:17]=2)[CH2:3]1.S(Cl)(C)(=O)=O.[N-:29]=[N+:30]=[N-:31].C([N+](CCCC)(CCCC)CCCC)CCC. The catalyst is C(Cl)Cl.CN(C1C=CN=CC=1)C.C(#N)C. The product is [N:29]([C@H:2]1[CH2:6][N:5]([C:7]([O:9][C:10]([CH3:13])([CH3:12])[CH3:11])=[O:8])[C@@H:4]([CH2:14][O:15][C:16]2[CH:21]=[CH:20][C:19]([O:22][CH3:23])=[CH:18][CH:17]=2)[CH2:3]1)=[N+:30]=[N-:31]. The yield is 0.680. (4) The reactants are [CH2:1]([NH:8][C:9]([N:11]1[CH:16]2[C@H:17]([CH3:41])[N:18]([CH2:30][C:31]3[CH:32]=[CH:33][CH:34]=[C:35]4[C:40]=3[N:39]=[CH:38][CH:37]=[CH:36]4)[C:19](=[O:29])[C@H:20]([CH2:21][C:22]3[CH:27]=[CH:26][C:25]([OH:28])=[CH:24][CH:23]=3)[N:15]2[C:14](=[O:42])[CH2:13][N:12]1[CH3:43])=[O:10])[C:2]1[CH:7]=[CH:6][CH:5]=[CH:4][CH:3]=1.C(N(CC)CC)C.[N:51]([CH:54]([CH2:62][CH:63]([CH3:65])[CH3:64])[C:55]([O:57][C:58]([CH3:61])([CH3:60])[CH3:59])=[O:56])=[C:52]=[O:53]. The catalyst is C(Cl)Cl. The product is [CH2:1]([NH:8][C:9]([N:11]1[CH:16]2[C@H:17]([CH3:41])[N:18]([CH2:30][C:31]3[CH:32]=[CH:33][CH:34]=[C:35]4[C:40]=3[N:39]=[CH:38][CH:37]=[CH:36]4)[C:19](=[O:29])[C@H:20]([CH2:21][C:22]3[CH:23]=[CH:24][C:25]([O:28][C:52]([NH:51][CH:54]([CH2:62][CH:63]([CH3:65])[CH3:64])[C:55]([O:57][C:58]([CH3:59])([CH3:60])[CH3:61])=[O:56])=[O:53])=[CH:26][CH:27]=3)[N:15]2[C:14](=[O:42])[CH2:13][N:12]1[CH3:43])=[O:10])[C:2]1[CH:3]=[CH:4][CH:5]=[CH:6][CH:7]=1. The yield is 0.690. (5) The reactants are C([Li])(C)(C)C.Br[C:7]1[CH:8]=[C:9]2[C:13](=[CH:14][CH:15]=1)[N:12]([Si:16]([CH:23]([CH3:25])[CH3:24])([CH:20]([CH3:22])[CH3:21])[CH:17]([CH3:19])[CH3:18])[CH:11]=[CH:10]2.[CH3:26][O:27][C:28]([N:30]1[CH2:34][CH2:33][C:32]([CH:41]=[O:42])([C:35]2[CH:40]=[CH:39][CH:38]=[CH:37][CH:36]=2)[CH2:31]1)=[O:29]. The catalyst is C1COCC1. The product is [CH3:26][O:27][C:28]([N:30]1[CH2:34][CH2:33][C:32]([CH:41]([OH:42])[C:7]2[CH:8]=[C:9]3[C:13](=[CH:14][CH:15]=2)[N:12]([Si:16]([CH:20]([CH3:21])[CH3:22])([CH:23]([CH3:25])[CH3:24])[CH:17]([CH3:19])[CH3:18])[CH:11]=[CH:10]3)([C:35]2[CH:40]=[CH:39][CH:38]=[CH:37][CH:36]=2)[CH2:31]1)=[O:29]. The yield is 0.510.